Dataset: Retrosynthesis with 50K atom-mapped reactions and 10 reaction types from USPTO. Task: Predict the reactants needed to synthesize the given product. (1) Given the product COc1cc(C(=O)O)cc(C2CC2)c1, predict the reactants needed to synthesize it. The reactants are: COC(=O)c1cc(OC)cc(C2CC2)c1. (2) The reactants are: CCOC(=O)c1cccc(Nc2c(C(N)=O)cnc3cc(-c4cc(OC)nc(C(F)(F)F)c4)ccc23)c1. Given the product COc1cc(-c2ccc3c(Nc4cccc(C(=O)O)c4)c(C(N)=O)cnc3c2)cc(C(F)(F)F)n1, predict the reactants needed to synthesize it. (3) Given the product COC(=O)c1cc(F)cc2[nH]c3c(c(=O)c12)CCCCC3, predict the reactants needed to synthesize it. The reactants are: COC(=O)C1CCCCCC1=O.COC(=O)c1cc(N)cc(F)c1. (4) Given the product CNCc1cc(-c2cccnc2F)c(S(=O)(=O)c2nccs2)s1, predict the reactants needed to synthesize it. The reactants are: CN(Cc1cc(-c2cccnc2F)c(S(=O)(=O)c2nccs2)s1)C(=O)OC(C)(C)C. (5) The reactants are: CN(C)C(=S)Cl.COC(=O)c1ccc2ccc(O)cc2c1. Given the product COC(=O)c1ccc2ccc(OC(=S)N(C)C)cc2c1, predict the reactants needed to synthesize it.